This data is from Peptide-MHC class II binding affinity with 134,281 pairs from IEDB. The task is: Regression. Given a peptide amino acid sequence and an MHC pseudo amino acid sequence, predict their binding affinity value. This is MHC class II binding data. (1) The peptide sequence is LLDNRSNHYEEVIAS. The MHC is DRB1_0101 with pseudo-sequence DRB1_0101. The binding affinity (normalized) is 0.542. (2) The peptide sequence is SNMTQRVVIALLVLAKK. The MHC is DRB1_0404 with pseudo-sequence DRB1_0404. The binding affinity (normalized) is 0.797. (3) The peptide sequence is VHVSFVMAYPEMLAA. The MHC is DRB1_0701 with pseudo-sequence DRB1_0701. The binding affinity (normalized) is 0.655. (4) The peptide sequence is AAAAYRAAAKAAA. The MHC is H-2-IAu with pseudo-sequence H-2-IAu. The binding affinity (normalized) is 0.668. (5) The binding affinity (normalized) is 0. The peptide sequence is EHEILNDSGETVKCR. The MHC is DRB1_0801 with pseudo-sequence DRB1_0801. (6) The peptide sequence is YMDVISRRDQRGSGQ. The MHC is HLA-DQA10102-DQB10501 with pseudo-sequence HLA-DQA10102-DQB10501. The binding affinity (normalized) is 0. (7) The peptide sequence is IVTHFPFDEQNCSMKLG. The MHC is DRB1_0301 with pseudo-sequence DRB1_0301. The binding affinity (normalized) is 0.